This data is from Full USPTO retrosynthesis dataset with 1.9M reactions from patents (1976-2016). The task is: Predict the reactants needed to synthesize the given product. (1) Given the product [CH2:22]([C:19]1[N:18]=[C:17]([CH:16]=[CH:15][C:9]2[CH:8]=[C:7]([OH:6])[C:12]([OH:13])=[CH:11][CH:10]=2)[O:21][N:20]=1)[CH2:23][CH2:24][CH2:25][CH2:26][CH2:27][CH2:28][CH3:29], predict the reactants needed to synthesize it. The reactants are: B(Br)(Br)Br.C[O:6][C:7]1[CH:8]=[C:9]([CH:15]=[CH:16][C:17]2[O:21][N:20]=[C:19]([CH2:22][CH2:23][CH2:24][CH2:25][CH2:26][CH2:27][CH2:28][CH3:29])[N:18]=2)[CH:10]=[CH:11][C:12]=1[O:13]C. (2) Given the product [F:39][C:36]([F:37])([F:38])[C:34]1[CH:33]=[C:5]([CH:4]=[C:3]([C:2]([F:1])([F:40])[F:41])[CH:35]=1)[CH2:6][N:7]([CH2:14][C:15]1[CH:20]=[C:19]([C:21]([F:24])([F:23])[F:22])[CH:18]=[CH:17][C:16]=1[CH:25]([OH:32])[CH2:26][CH:27]1[CH2:31][CH2:30][CH2:29][CH2:28]1)[C:8]1[N:9]=[N:10][N:11]([CH3:13])[N:12]=1, predict the reactants needed to synthesize it. The reactants are: [F:1][C:2]([F:41])([F:40])[C:3]1[CH:4]=[C:5]([CH:33]=[C:34]([C:36]([F:39])([F:38])[F:37])[CH:35]=1)[CH2:6][N:7]([CH2:14][C:15]1[CH:20]=[C:19]([C:21]([F:24])([F:23])[F:22])[CH:18]=[CH:17][C:16]=1[C:25](=[O:32])[CH2:26][CH:27]1[CH2:31][CH2:30][CH2:29][CH2:28]1)[C:8]1[N:9]=[N:10][N:11]([CH3:13])[N:12]=1.[BH4-].[Na+].